The task is: Regression. Given two drug SMILES strings and cell line genomic features, predict the synergy score measuring deviation from expected non-interaction effect.. This data is from NCI-60 drug combinations with 297,098 pairs across 59 cell lines. (1) Drug 1: CCC(=C(C1=CC=CC=C1)C2=CC=C(C=C2)OCCN(C)C)C3=CC=CC=C3.C(C(=O)O)C(CC(=O)O)(C(=O)O)O. Drug 2: CCN(CC)CCNC(=O)C1=C(NC(=C1C)C=C2C3=C(C=CC(=C3)F)NC2=O)C. Cell line: IGROV1. Synergy scores: CSS=-2.04, Synergy_ZIP=-0.277, Synergy_Bliss=-5.20, Synergy_Loewe=-4.16, Synergy_HSA=-7.47. (2) Drug 1: C1CN1P(=S)(N2CC2)N3CC3. Synergy scores: CSS=99.8, Synergy_ZIP=-2.04, Synergy_Bliss=-3.52, Synergy_Loewe=-2.66, Synergy_HSA=-1.83. Cell line: MOLT-4. Drug 2: CC=C1C(=O)NC(C(=O)OC2CC(=O)NC(C(=O)NC(CSSCCC=C2)C(=O)N1)C(C)C)C(C)C. (3) Drug 1: CN(CC1=CN=C2C(=N1)C(=NC(=N2)N)N)C3=CC=C(C=C3)C(=O)NC(CCC(=O)O)C(=O)O. Synergy scores: CSS=70.8, Synergy_ZIP=-6.09, Synergy_Bliss=-8.05, Synergy_Loewe=-6.93, Synergy_HSA=-3.13. Cell line: HCT-15. Drug 2: C1CCC(C(C1)N)N.C(=O)(C(=O)[O-])[O-].[Pt+4]. (4) Drug 2: COC1=NC(=NC2=C1N=CN2C3C(C(C(O3)CO)O)O)N. Synergy scores: CSS=1.84, Synergy_ZIP=0.547, Synergy_Bliss=6.33, Synergy_Loewe=-0.497, Synergy_HSA=1.77. Cell line: MALME-3M. Drug 1: CN(C)C1=NC(=NC(=N1)N(C)C)N(C)C. (5) Drug 1: CN1CCC(CC1)COC2=C(C=C3C(=C2)N=CN=C3NC4=C(C=C(C=C4)Br)F)OC. Drug 2: CN(CC1=CN=C2C(=N1)C(=NC(=N2)N)N)C3=CC=C(C=C3)C(=O)NC(CCC(=O)O)C(=O)O. Cell line: SF-295. Synergy scores: CSS=33.1, Synergy_ZIP=1.28, Synergy_Bliss=-0.412, Synergy_Loewe=-7.44, Synergy_HSA=0.0586. (6) Drug 2: COC1=CC(=CC(=C1O)OC)C2C3C(COC3=O)C(C4=CC5=C(C=C24)OCO5)OC6C(C(C7C(O6)COC(O7)C8=CC=CS8)O)O. Cell line: SK-MEL-2. Synergy scores: CSS=39.8, Synergy_ZIP=-0.909, Synergy_Bliss=-3.02, Synergy_Loewe=-21.3, Synergy_HSA=-3.92. Drug 1: CNC(=O)C1=CC=CC=C1SC2=CC3=C(C=C2)C(=NN3)C=CC4=CC=CC=N4.